Dataset: Catalyst prediction with 721,799 reactions and 888 catalyst types from USPTO. Task: Predict which catalyst facilitates the given reaction. (1) Reactant: [H-].[Al+3].[Li+].[H-].[H-].[H-].[Br:7][C:8]1[CH:9]=[C:10]([CH:19]=[CH:20][CH:21]=1)[O:11][C:12]1[S:16][C:15]([C:17]#[N:18])=[CH:14][CH:13]=1.O. Product: [Br:7][C:8]1[CH:9]=[C:10]([CH:19]=[CH:20][CH:21]=1)[O:11][C:12]1[S:16][C:15]([CH2:17][NH2:18])=[CH:14][CH:13]=1. The catalyst class is: 7. (2) Reactant: [OH-:1].[K+].O.[OH:4][C:5]1([C:18](N)=[O:19])[C:14]2[C:9](=[C:10]([Cl:17])[CH:11]=[C:12]([O:15][CH3:16])[CH:13]=2)[O:8][CH2:7][CH2:6]1. Product: [Cl:17][C:10]1[CH:11]=[C:12]([O:15][CH3:16])[CH:13]=[C:14]2[C:9]=1[O:8][CH2:7][CH2:6][C:5]2([C:18]([OH:19])=[O:1])[OH:4]. The catalyst class is: 41. (3) Reactant: [CH2:1]([C:3]1[CH:8]=[C:7]([CH3:9])[CH:6]=[C:5]([CH2:10][CH3:11])[C:4]=1[C:12]1[C:13](=[O:26])[N:14]([CH3:25])[N:15]=[C:16]([C:21]([F:24])([F:23])[F:22])[C:17]=1S(C)=O)[CH3:2].CN1CCCC1=[O:33].[OH-].[Na+].Cl. Product: [CH2:1]([C:3]1[CH:8]=[C:7]([CH3:9])[CH:6]=[C:5]([CH2:10][CH3:11])[C:4]=1[C:12]1[C:13](=[O:26])[N:14]([CH3:25])[N:15]=[C:16]([C:21]([F:24])([F:23])[F:22])[C:17]=1[OH:33])[CH3:2]. The catalyst class is: 6. (4) Reactant: Br[C:2]1[C:3]([C:23]2[CH:28]=[CH:27][C:26]([Cl:29])=[CH:25][CH:24]=2)=[CH:4][C:5]2[N:6]([C:8]([CH2:11][C:12]3[C:13]([CH3:22])=[N:14][C:15]([C:18]([F:21])([F:20])[F:19])=[CH:16][CH:17]=3)=[N:9][N:10]=2)[CH:7]=1.[Cl:30][C:31]1[CH:36]=[C:35]([O:37][CH3:38])[CH:34]=[CH:33][C:32]=1B(O)O.C([O-])([O-])=O.[K+].[K+].ClC1C=CC(C2C(C3C=CC(Cl)=CC=3Cl)=CN3C(CC4C=NC(C(F)(F)F)=CC=4)=NN=C3C=2)=CC=1. Product: [Cl:30][C:31]1[CH:36]=[C:35]([O:37][CH3:38])[CH:34]=[CH:33][C:32]=1[C:2]1[C:3]([C:23]2[CH:28]=[CH:27][C:26]([Cl:29])=[CH:25][CH:24]=2)=[CH:4][C:5]2[N:6]([C:8]([CH2:11][C:12]3[C:13]([CH3:22])=[N:14][C:15]([C:18]([F:20])([F:19])[F:21])=[CH:16][CH:17]=3)=[N:9][N:10]=2)[CH:7]=1. The catalyst class is: 70.